Predict which catalyst facilitates the given reaction. From a dataset of Catalyst prediction with 721,799 reactions and 888 catalyst types from USPTO. Reactant: N1(O[C:11]2[N:16]=[C:15]([NH:17][C:18]3[CH:26]=[CH:25][CH:24]=[C:23]4[C:19]=3[CH:20]=[CH:21][N:22]4[CH3:27])[C:14]([C:28]([NH2:30])=[O:29])=[CH:13][N:12]=2)C2C=CC=CC=2N=N1.[N:31]1([CH2:36][CH2:37][O:38][C:39]2[CH:45]=[CH:44][C:42]([NH2:43])=[CH:41][CH:40]=2)[CH2:35][CH2:34][CH2:33][CH2:32]1.O.C1(C)C=CC(S(O)(=O)=O)=CC=1. Product: [CH3:27][N:22]1[C:23]2[C:19](=[C:18]([NH:17][C:15]3[C:14]([C:28]([NH2:30])=[O:29])=[CH:13][N:12]=[C:11]([NH:43][C:42]4[CH:44]=[CH:45][C:39]([O:38][CH2:37][CH2:36][N:31]5[CH2:35][CH2:34][CH2:33][CH2:32]5)=[CH:40][CH:41]=4)[N:16]=3)[CH:26]=[CH:25][CH:24]=2)[CH:20]=[CH:21]1. The catalyst class is: 37.